This data is from Peptide-MHC class II binding affinity with 134,281 pairs from IEDB. The task is: Regression. Given a peptide amino acid sequence and an MHC pseudo amino acid sequence, predict their binding affinity value. This is MHC class II binding data. The peptide sequence is YYNEMSRGYFEHMKKNLN. The MHC is DRB1_0101 with pseudo-sequence DRB1_0101. The binding affinity (normalized) is 0.